Task: Regression. Given a peptide amino acid sequence and an MHC pseudo amino acid sequence, predict their binding affinity value. This is MHC class II binding data.. Dataset: Peptide-MHC class II binding affinity with 134,281 pairs from IEDB (1) The peptide sequence is YKKLRTSSFALNLPT. The MHC is DRB1_0402 with pseudo-sequence DRB1_0402. The binding affinity (normalized) is 0.234. (2) The peptide sequence is KVIAKWLAVNVL. The MHC is H-2-IAs with pseudo-sequence H-2-IAs. The binding affinity (normalized) is 0.391. (3) The peptide sequence is AFILDGDNLFPKV. The MHC is HLA-DPA10201-DPB11401 with pseudo-sequence HLA-DPA10201-DPB11401. The binding affinity (normalized) is 0.172. (4) The peptide sequence is GELQIVDKIPAAFKI. The MHC is DRB1_1201 with pseudo-sequence DRB1_1201. The binding affinity (normalized) is 0.560. (5) The MHC is DRB1_1501 with pseudo-sequence DRB1_1501. The binding affinity (normalized) is 0. The peptide sequence is TEKQTSLTDRQQKLKD. (6) The peptide sequence is LAQEAGNFERISGDL. The MHC is DRB5_0101 with pseudo-sequence DRB5_0101. The binding affinity (normalized) is 0.0850.